From a dataset of Catalyst prediction with 721,799 reactions and 888 catalyst types from USPTO. Predict which catalyst facilitates the given reaction. (1) Reactant: Cl.[F:2][C:3]1[CH:8]=[CH:7][C:6]([CH:9]([C:17]2[CH:22]=[CH:21][C:20]([F:23])=[CH:19][CH:18]=2)[CH:10]2[C:15](=[O:16])[CH2:14][CH2:13][NH:12][CH2:11]2)=[CH:5][CH:4]=1.[CH3:24][O:25][C:26]1[C:31]([CH2:32]O)=[CH:30][CH:29]=[C:28]([O:34][CH3:35])[N:27]=1.C(N(C(C)C)CC)(C)C.ClCCl. Product: [F:2][C:3]1[CH:8]=[CH:7][C:6]([CH:9]([C:17]2[CH:18]=[CH:19][C:20]([F:23])=[CH:21][CH:22]=2)[CH:10]2[C:15](=[O:16])[CH2:14][CH2:13][N:12]([CH2:32][C:31]3[C:26]([O:25][CH3:24])=[N:27][C:28]([O:34][CH3:35])=[CH:29][CH:30]=3)[CH2:11]2)=[CH:5][CH:4]=1. The catalyst class is: 6. (2) Reactant: [CH3:1][O:2][C:3]([C:5]1[CH:10]=[N:9][C:8]([CH2:11]C=O)=[CH:7][N:6]=1)=[O:4].O.C1(C)C=CC(S(O)(=O)=O)=CC=1.[CH:26]([O:31][CH3:32])([O:29][CH3:30])OC. Product: [CH3:1][O:2][C:3]([C:5]1[CH:10]=[N:9][C:8]([CH2:11][CH:26]([O:29][CH3:30])[O:31][CH3:32])=[CH:7][N:6]=1)=[O:4]. The catalyst class is: 5.